From a dataset of Catalyst prediction with 721,799 reactions and 888 catalyst types from USPTO. Predict which catalyst facilitates the given reaction. (1) Reactant: N12CCCN=C1CCCCC2.[Cl:12][C:13]1[CH:18]=[C:17]([O:19][CH3:20])[CH:16]=[CH:15][C:14]=1/[C:21](/[CH:51]1[CH2:54][CH2:53][CH2:52]1)=[C:22](\[C:39]1[CH:44]=[CH:43][C:42](/[CH:45]=[CH:46]/[C:47](=[N:49]/[OH:50])/[NH2:48])=[CH:41][CH:40]=1)/[C:23]1[CH:24]=[C:25]2[C:29](=[CH:30][CH:31]=1)[N:28]([CH:32]1[CH2:37][CH2:36][CH2:35][CH2:34][O:33]1)[N:27]=[C:26]2[F:38].[C:55](N1C=CN=C1)(N1C=CN=C1)=[O:56]. Product: [Cl:12][C:13]1[CH:18]=[C:17]([O:19][CH3:20])[CH:16]=[CH:15][C:14]=1/[C:21](/[CH:51]1[CH2:54][CH2:53][CH2:52]1)=[C:22](\[C:39]1[CH:40]=[CH:41][C:42](/[CH:45]=[CH:46]/[C:47]2[NH:48][C:55](=[O:56])[O:50][N:49]=2)=[CH:43][CH:44]=1)/[C:23]1[CH:24]=[C:25]2[C:29](=[CH:30][CH:31]=1)[N:28]([CH:32]1[CH2:37][CH2:36][CH2:35][CH2:34][O:33]1)[N:27]=[C:26]2[F:38]. The catalyst class is: 56. (2) Reactant: [Cl:1][C:2]1[CH:7]=[C:6]([O:8][CH2:9][C:10]2[CH:15]=[CH:14][CH:13]=[CH:12][CH:11]=2)[CH:5]=[C:4]([Cl:16])[C:3]=1[CH2:17]O.P(Br)(Br)[Br:20].C([O-])(O)=O.[Na+]. Product: [Br:20][CH2:17][C:3]1[C:2]([Cl:1])=[CH:7][C:6]([O:8][CH2:9][C:10]2[CH:15]=[CH:14][CH:13]=[CH:12][CH:11]=2)=[CH:5][C:4]=1[Cl:16]. The catalyst class is: 1. (3) Reactant: [CH3:1][C:2]1[CH:3]=[C:4]([CH:8]=[CH:9][C:10]=1[CH3:11])[C:5]([OH:7])=O.[NH2:12][CH2:13][CH:14]([OH:16])[CH3:15].ON1C2C=CC=CC=2N=N1.Cl.CN(C)CCCN=C=NCC. Product: [CH3:1][C:2]1[CH:3]=[C:4]([CH:8]=[CH:9][C:10]=1[CH3:11])[C:5]([NH:12][CH2:13][CH:14]([OH:16])[CH3:15])=[O:7]. The catalyst class is: 681. (4) Reactant: Cl[CH2:2][CH2:3][O:4][C:5]1[CH:6]=[C:7]2[C:12](=[CH:13][C:14]=1[O:15][CH3:16])[N:11]=[C:10]([C:17]1[CH:22]=[CH:21][C:20]([C:23]3[CH:28]=[CH:27][CH:26]=[CH:25][CH:24]=3)=[C:19]([F:29])[CH:18]=1)[N:9]=[C:8]2[NH:30][C:31]1[CH:32]=[C:33]2[C:37](=[CH:38][CH:39]=1)[N:36](C([O-])=O)[N:35]=[CH:34]2.[CH3:43][N:44]1[CH2:49][CH2:48][NH:47][CH2:46][CH2:45]1.O. Product: [F:29][C:19]1[CH:18]=[C:17]([C:10]2[N:9]=[C:8]([NH:30][C:31]3[CH:32]=[C:33]4[C:37](=[CH:38][CH:39]=3)[NH:36][N:35]=[CH:34]4)[C:7]3[C:12](=[CH:13][C:14]([O:15][CH3:16])=[C:5]([O:4][CH2:3][CH2:2][N:47]4[CH2:48][CH2:49][N:44]([CH3:43])[CH2:45][CH2:46]4)[CH:6]=3)[N:11]=2)[CH:22]=[CH:21][C:20]=1[C:23]1[CH:28]=[CH:27][CH:26]=[CH:25][CH:24]=1. The catalyst class is: 16. (5) Reactant: N1CCCCC1.[NH:7]1[C:15]2[C:10](=[CH:11][CH:12]=[CH:13][CH:14]=2)[CH2:9][C:8]1=[O:16].[I:17][C:18]1[C:26]2[C:21](=[CH:22][CH:23]=[C:24]([CH:27]=O)[CH:25]=2)[NH:20][N:19]=1. Product: [I:17][C:18]1[C:26]2[C:21](=[CH:22][CH:23]=[C:24]([CH:27]=[C:9]3[C:10]4[C:15](=[CH:14][CH:13]=[CH:12][CH:11]=4)[NH:7][C:8]3=[O:16])[CH:25]=2)[NH:20][N:19]=1. The catalyst class is: 14. (6) Reactant: [C:1]([C:4]1[CH:9]=[CH:8][C:7]([S:10]([NH2:13])(=[O:12])=[O:11])=[CH:6][CH:5]=1)(=[O:3])[CH3:2].[CH:14]1([C:17]2[NH:18][CH:19]=[C:20]([C:22]3[C:23]([O:32][CH3:33])=[CH:24][C:25]([O:30][CH3:31])=[C:26]([CH:29]=3)[CH:27]=O)[N:21]=2)[CH2:16][CH2:15]1.C[O-].[Li+]. Product: [CH:14]1([C:17]2[NH:18][CH:19]=[C:20]([C:22]3[C:23]([O:32][CH3:33])=[CH:24][C:25]([O:30][CH3:31])=[C:26](/[CH:27]=[CH:2]/[C:1]([C:4]4[CH:5]=[CH:6][C:7]([S:10]([NH2:13])(=[O:11])=[O:12])=[CH:8][CH:9]=4)=[O:3])[CH:29]=3)[N:21]=2)[CH2:15][CH2:16]1. The catalyst class is: 9.